Dataset: Reaction yield outcomes from USPTO patents with 853,638 reactions. Task: Predict the reaction yield, written as a fraction of the theoretical maximum amount of product (1.0 means a 100% yield; for example, 0.34 means a 34% yield). The reactants are [F:1][C:2]1[CH:7]=[C:6]([S:8][CH3:9])[CH:5]=[CH:4][C:3]=1[NH:10][C:11]1[C:12]([C:19]([O:21]C)=O)=[N:13][N:14]([CH3:18])[C:15](=[O:17])[CH:16]=1.[CH:23]([O:25][CH2:26][CH2:27][O:28][NH2:29])=[CH2:24].[Li+].C[Si]([N-][Si](C)(C)C)(C)C. The catalyst is C1COCC1. The product is [F:1][C:2]1[CH:7]=[C:6]([S:8][CH3:9])[CH:5]=[CH:4][C:3]=1[NH:10][C:11]1[C:12]([C:19]([NH:29][O:28][CH2:27][CH2:26][O:25][CH:23]=[CH2:24])=[O:21])=[N:13][N:14]([CH3:18])[C:15](=[O:17])[CH:16]=1. The yield is 0.990.